This data is from Full USPTO retrosynthesis dataset with 1.9M reactions from patents (1976-2016). The task is: Predict the reactants needed to synthesize the given product. (1) Given the product [S:15]1[CH:19]=[CH:18][C:17]2[C:20]([N:24]3[CH2:29][CH2:28][N:27]([CH2:30][CH2:31][CH2:32][O:33][CH:34]4[CH2:39][CH2:38][CH:37]([C:40]([NH2:5])=[O:41])[CH2:36][CH2:35]4)[CH2:26][CH2:25]3)=[CH:21][CH:22]=[CH:23][C:16]1=2, predict the reactants needed to synthesize it. The reactants are: O.N.Cl.C[N:5](C)CCCN=C=NCC.[S:15]1[CH:19]=[CH:18][C:17]2[C:20]([N:24]3[CH2:29][CH2:28][N:27]([CH2:30][CH2:31][CH2:32][O:33][CH:34]4[CH2:39][CH2:38][CH:37]([C:40](O)=[O:41])[CH2:36][CH2:35]4)[CH2:26][CH2:25]3)=[CH:21][CH:22]=[CH:23][C:16]1=2. (2) Given the product [CH3:1][O:2][C:3]1[CH:8]=[CH:7][C:6]([C:9]2[N:10]=[C:11]([CH:22]3[CH2:23][CH2:24][N:25]([C:28](=[O:31])[N:29]([OH:30])[CH2:39][CH3:40])[CH2:26][CH2:27]3)[O:12][C:13]=2[C:14]2[CH:15]=[CH:16][C:17]([O:20][CH3:21])=[CH:18][CH:19]=2)=[CH:5][CH:4]=1, predict the reactants needed to synthesize it. The reactants are: [CH3:1][O:2][C:3]1[CH:8]=[CH:7][C:6]([C:9]2[N:10]=[C:11]([CH:22]3[CH2:27][CH2:26][N:25]([C:28](=[O:31])[NH:29][OH:30])[CH2:24][CH2:23]3)[O:12][C:13]=2[C:14]2[CH:19]=[CH:18][C:17]([O:20][CH3:21])=[CH:16][CH:15]=2)=[CH:5][CH:4]=1.C(=O)([O-])[O-].[Cs+].[Cs+].Br[CH2:39][CH3:40]. (3) Given the product [Br:1][C:2]1[CH:3]=[CH:4][C:5]([CH:8]=[CH:9][CH2:10][O:11][CH2:12][CH3:13])=[N:6][CH:7]=1, predict the reactants needed to synthesize it. The reactants are: [Br:1][C:2]1[CH:3]=[CH:4][C:5]([CH:8]=[CH:9][CH2:10][OH:11])=[N:6][CH:7]=1.[CH2:12](N(CC)CC)[CH3:13].CS(Cl)(=O)=O.